From a dataset of Full USPTO retrosynthesis dataset with 1.9M reactions from patents (1976-2016). Predict the reactants needed to synthesize the given product. (1) The reactants are: [CH3:1][N:2]1[CH:7]2[CH2:8][CH2:9][CH:3]1[CH2:4][CH:5]([OH:10])[CH2:6]2.[CH2:11](N(CC)CC)C.C[S:19](Cl)(=[O:21])=[O:20].[OH2:23]. Given the product [S:19]([O:10][CH:5]1[CH2:4][CH:3]2[N:2]([CH3:1])[CH:7]([CH2:8][CH2:9]2)[CH2:6]1)([O:21][CH3:11])(=[O:20])=[O:23], predict the reactants needed to synthesize it. (2) Given the product [CH2:18]([N:13]1[C:14](=[O:17])[CH2:15][CH2:16][C@H:12]1[C:11]([NH:25][CH2:24][C:23]1[CH:26]=[CH:27][CH:28]=[C:29]([C:30]([F:31])([F:32])[F:33])[C:22]=1[F:21])=[O:20])[CH3:19], predict the reactants needed to synthesize it. The reactants are: ClC1C=C(F)C=CC=1CN[C:11](=[O:20])[C@H:12]1[CH2:16][CH2:15][C:14](=[O:17])[N:13]1[CH2:18][CH3:19].[F:21][C:22]1[C:29]([C:30]([F:33])([F:32])[F:31])=[CH:28][CH:27]=[CH:26][C:23]=1[CH2:24][NH2:25].